Dataset: Full USPTO retrosynthesis dataset with 1.9M reactions from patents (1976-2016). Task: Predict the reactants needed to synthesize the given product. (1) Given the product [Br:4][C:5]1[CH:6]=[C:7]([CH:11]=[C:12]([F:14])[CH:13]=1)[C:8]([O:10][CH2:1][CH3:2])=[O:9], predict the reactants needed to synthesize it. The reactants are: [CH2:1](O)[CH3:2].[Br:4][C:5]1[CH:6]=[C:7]([CH:11]=[C:12]([F:14])[CH:13]=1)[C:8]([OH:10])=[O:9].S(=O)(=O)(O)O. (2) Given the product [NH2:12][C:10]1[CH:9]=[C:4]([CH:3]=[C:2]([F:1])[CH:11]=1)[C:5]([NH:7][CH3:8])=[O:6], predict the reactants needed to synthesize it. The reactants are: [F:1][C:2]1[CH:3]=[C:4]([CH:9]=[C:10]([N+:12]([O-])=O)[CH:11]=1)[C:5]([NH:7][CH3:8])=[O:6]. (3) The reactants are: [CH2:1]=[CH:2][C:3](=[CH2:10])[CH2:4][CH2:5][CH2:6][C:7](=[CH2:9])[CH3:8].[Cl:11][C:12]1[C:13](=[O:20])[CH:14]=[C:15](Cl)[C:16](=[O:18])[CH:17]=1. Given the product [Cl:11][C:12]1[C:13](=[O:20])[C:1]2[C:15]([C:16](=[O:18])[CH:17]=1)=[CH:14][CH:10]=[C:3]([CH2:4][CH2:5][CH:6]=[C:7]([CH3:8])[CH3:9])[CH:2]=2, predict the reactants needed to synthesize it. (4) Given the product [O:1]1[CH:5]=[CH:4][CH:3]=[C:2]1[CH2:6][NH:8][C:9]1[CH:14]=[C:13]([C:15]([F:18])([F:16])[F:17])[CH:12]=[CH:11][C:10]=1[C:19]([N:21]([CH2:35][CH:36]([CH3:38])[CH3:37])[CH:22]1[CH2:27][CH2:26][CH2:25][NH:24][CH2:23]1)=[O:20], predict the reactants needed to synthesize it. The reactants are: [O:1]1[CH:5]=[CH:4][CH:3]=[C:2]1[CH:6]=O.[NH2:8][C:9]1[CH:14]=[C:13]([C:15]([F:18])([F:17])[F:16])[CH:12]=[CH:11][C:10]=1[C:19]([N:21]([CH2:35][CH:36]([CH3:38])[CH3:37])[CH:22]1[CH2:27][CH2:26][CH2:25][N:24](C(OC(C)(C)C)=O)[CH2:23]1)=[O:20].C(O[BH-](OC(=O)C)OC(=O)C)(=O)C.[Na+].C(=O)([O-])O.[Na+]. (5) Given the product [Cl:15][C:16]1[CH:21]=[C:20]([CH2:9][C:8]2[CH:11]=[CH:12][CH:13]=[CH:14][C:7]=2[Br:6])[N:19]=[CH:18][N:17]=1, predict the reactants needed to synthesize it. The reactants are: [Cl-].C[SiH](C)C.[Br:6][C:7]1[CH:14]=[CH:13][CH:12]=[CH:11][C:8]=1[CH2:9]Br.[Cl:15][C:16]1[CH:21]=[C:20](Cl)[N:19]=[CH:18][N:17]=1.O. (6) Given the product [F:10][C:7]1[CH:6]=[C:3]2[C:2](=[CH:9][CH:8]=1)[N:1]=[C:22]([NH2:23])[C:21]([CH2:20][C:13]1[C:14]([O:18][CH3:19])=[CH:15][CH:16]=[CH:17][C:12]=1[F:11])=[CH:4]2, predict the reactants needed to synthesize it. The reactants are: [NH2:1][C:2]1[CH:9]=[CH:8][C:7]([F:10])=[CH:6][C:3]=1[CH:4]=O.[F:11][C:12]1[CH:17]=[CH:16][CH:15]=[C:14]([O:18][CH3:19])[C:13]=1[CH2:20][CH2:21][C:22]#[N:23].